From a dataset of Buchwald-Hartwig C-N cross coupling reaction yields with 55,370 reactions. Predict the reaction yield, written as a fraction of the theoretical maximum amount of product (1.0 means a 100% yield; for example, 0.34 means a 34% yield). (1) The reactants are COc1ccc(Br)cc1.Cc1ccc(N)cc1.O=S(=O)(O[Pd]1c2ccccc2-c2ccccc2N~1)C(F)(F)F.CC(C)c1cc(C(C)C)c(-c2ccccc2P(C2CCCCC2)C2CCCCC2)c(C(C)C)c1.CN1CCCN2CCCN=C12.c1ccc(-c2cnoc2)cc1. No catalyst specified. The product is COc1ccc(Nc2ccc(C)cc2)cc1. The yield is 0.0394. (2) The reactants are FC(F)(F)c1ccc(I)cc1.Cc1ccc(N)cc1.O=S(=O)(O[Pd]1c2ccccc2-c2ccccc2N~1)C(F)(F)F.COc1ccc(OC)c(P([C@]23C[C@H]4C[C@H](C[C@H](C4)C2)C3)[C@]23C[C@H]4C[C@H](C[C@H](C4)C2)C3)c1-c1c(C(C)C)cc(C(C)C)cc1C(C)C.CN(C)C(=NC(C)(C)C)N(C)C.Cc1ccno1. No catalyst specified. The product is Cc1ccc(Nc2ccc(C(F)(F)F)cc2)cc1. The yield is 0.370. (3) The reactants are FC(F)(F)c1ccc(Cl)cc1.Cc1ccc(N)cc1.O=S(=O)(O[Pd]1c2ccccc2-c2ccccc2N~1)C(F)(F)F.CC(C)c1cc(C(C)C)c(-c2ccccc2P(C2CCCCC2)C2CCCCC2)c(C(C)C)c1.CCN=P(N=P(N(C)C)(N(C)C)N(C)C)(N(C)C)N(C)C.Cc1ccno1. No catalyst specified. The product is Cc1ccc(Nc2ccc(C(F)(F)F)cc2)cc1. The yield is 0.116. (4) The reactants are COc1ccc(I)cc1.Cc1ccc(N)cc1.O=S(=O)(O[Pd]1c2ccccc2-c2ccccc2N~1)C(F)(F)F.CC(C)c1cc(C(C)C)c(-c2ccccc2P(C(C)(C)C)C(C)(C)C)c(C(C)C)c1.CN1CCCN2CCCN=C12.c1ccc(CN(Cc2ccccc2)c2ccon2)cc1. No catalyst specified. The product is COc1ccc(Nc2ccc(C)cc2)cc1. The yield is 0.568. (5) The reactants are FC(F)(F)c1ccc(Br)cc1.Cc1ccc(N)cc1.O=S(=O)(O[Pd]1c2ccccc2-c2ccccc2N~1)C(F)(F)F.CC(C)c1cc(C(C)C)c(-c2ccccc2P(C(C)(C)C)C(C)(C)C)c(C(C)C)c1.CCN=P(N=P(N(C)C)(N(C)C)N(C)C)(N(C)C)N(C)C.c1ccc(CN(Cc2ccccc2)c2ccon2)cc1. No catalyst specified. The product is Cc1ccc(Nc2ccc(C(F)(F)F)cc2)cc1. The yield is 0.366.